This data is from Reaction yield outcomes from USPTO patents with 853,638 reactions. The task is: Predict the reaction yield, written as a fraction of the theoretical maximum amount of product (1.0 means a 100% yield; for example, 0.34 means a 34% yield). (1) The product is [CH:30]([C:26]1[N:25]=[C:24]([CH2:23][N:18]2[C:19]3[C:15](=[C:14]([NH:13][C:11]([C:8]4[N:5]5[CH:6]=[CH:7][C:2]([O:42][CH2:41][CH2:40][N:37]6[CH2:38][CH2:39][O:34][CH2:35][CH2:36]6)=[CH:3][C:4]5=[N:10][CH:9]=4)=[O:12])[CH:22]=[CH:21][CH:20]=3)[C:16]([CH3:33])=[N:17]2)[CH:29]=[CH:28][CH:27]=1)([CH3:31])[CH3:32]. The reactants are F[C:2]1[CH:7]=[CH:6][N:5]2[C:8]([C:11]([NH:13][C:14]3[CH:22]=[CH:21][CH:20]=[C:19]4[C:15]=3[C:16]([CH3:33])=[N:17][N:18]4[CH2:23][C:24]3[CH:29]=[CH:28][CH:27]=[C:26]([CH:30]([CH3:32])[CH3:31])[N:25]=3)=[O:12])=[CH:9][N:10]=[C:4]2[CH:3]=1.[O:34]1[CH2:39][CH2:38][N:37]([CH2:40][CH2:41][OH:42])[CH2:36][CH2:35]1.CC(C)([O-])C.[K+]. The catalyst is CC(O)(C)C.O. The yield is 0.530. (2) The reactants are [OH:1][C:2]1[N:10]=[CH:9][CH:8]=[CH:7][C:3]=1[C:4]([OH:6])=O.[CH3:11][O:12]CN.C1(N=C=[N:23][CH:24]2CCCCC2)CCCCC1.C(N(CC)CC)C. The catalyst is C(Cl)Cl.O. The product is [CH3:11][O:12][N:23]([CH3:24])[C:4](=[O:6])[C:3]1[CH:7]=[CH:8][CH:9]=[N:10][C:2]=1[OH:1]. The yield is 0.840. (3) The reactants are [CH3:1][C:2]1[N:3]=[C:4]([NH2:7])[S:5][CH:6]=1.[CH3:8][O:9][CH2:10][CH2:11][Br:12]. No catalyst specified. The product is [BrH:12].[CH3:8][O:9][CH2:10][CH2:11][N:3]1[C:2]([CH3:1])=[CH:6][S:5][C:4]1=[NH:7]. The yield is 0.340. (4) The reactants are Br[CH2:2][C:3]1[CH:19]=[CH:18][C:6]2[NH:7][C:8](=[O:17])[C:9]3[CH:15]=[CH:14][C:13]([Cl:16])=[CH:12][C:10]=3[NH:11][C:5]=2[CH:4]=1.[CH3:20][N:21]([CH3:26])[CH2:22][CH2:23][NH:24][CH3:25]. The catalyst is C(OCC)(=O)C. The product is [Cl:16][C:13]1[CH:14]=[CH:15][C:9]2[C:8](=[O:17])[NH:7][C:6]3[CH:18]=[CH:19][C:3]([CH2:2][N:24]([CH2:23][CH2:22][N:21]([CH3:26])[CH3:20])[CH3:25])=[CH:4][C:5]=3[NH:11][C:10]=2[CH:12]=1. The yield is 0.590.